Dataset: NCI-60 drug combinations with 297,098 pairs across 59 cell lines. Task: Regression. Given two drug SMILES strings and cell line genomic features, predict the synergy score measuring deviation from expected non-interaction effect. (1) Drug 1: C1C(C(OC1N2C=C(C(=O)NC2=O)F)CO)O. Drug 2: C1=CN(C(=O)N=C1N)C2C(C(C(O2)CO)O)O.Cl. Cell line: HL-60(TB). Synergy scores: CSS=64.3, Synergy_ZIP=3.57, Synergy_Bliss=3.79, Synergy_Loewe=7.40, Synergy_HSA=8.50. (2) Drug 1: C1=NC2=C(N=C(N=C2N1C3C(C(C(O3)CO)O)O)F)N. Drug 2: CN1C2=C(C=C(C=C2)N(CCCl)CCCl)N=C1CCCC(=O)O.Cl. Cell line: SF-268. Synergy scores: CSS=-0.166, Synergy_ZIP=1.13, Synergy_Bliss=-0.00433, Synergy_Loewe=0.355, Synergy_HSA=-2.97. (3) Drug 1: CC(CN1CC(=O)NC(=O)C1)N2CC(=O)NC(=O)C2. Drug 2: CC1=C(C=C(C=C1)C(=O)NC2=CC(=CC(=C2)C(F)(F)F)N3C=C(N=C3)C)NC4=NC=CC(=N4)C5=CN=CC=C5. Cell line: SF-539. Synergy scores: CSS=0.316, Synergy_ZIP=-4.46, Synergy_Bliss=-9.58, Synergy_Loewe=-9.64, Synergy_HSA=-9.71. (4) Drug 1: C1=CC(=CC=C1CCC2=CNC3=C2C(=O)NC(=N3)N)C(=O)NC(CCC(=O)O)C(=O)O. Drug 2: COC1=NC(=NC2=C1N=CN2C3C(C(C(O3)CO)O)O)N. Cell line: HS 578T. Synergy scores: CSS=-3.60, Synergy_ZIP=2.68, Synergy_Bliss=-0.00493, Synergy_Loewe=-10.0, Synergy_HSA=-5.68. (5) Drug 1: CS(=O)(=O)C1=CC(=C(C=C1)C(=O)NC2=CC(=C(C=C2)Cl)C3=CC=CC=N3)Cl. Drug 2: CCN(CC)CCNC(=O)C1=C(NC(=C1C)C=C2C3=C(C=CC(=C3)F)NC2=O)C. Cell line: SNB-75. Synergy scores: CSS=-3.68, Synergy_ZIP=3.19, Synergy_Bliss=2.64, Synergy_Loewe=-2.61, Synergy_HSA=-2.12. (6) Synergy scores: CSS=-10.5, Synergy_ZIP=3.45, Synergy_Bliss=1.34, Synergy_Loewe=-6.69, Synergy_HSA=-7.88. Drug 2: CCN(CC)CCNC(=O)C1=C(NC(=C1C)C=C2C3=C(C=CC(=C3)F)NC2=O)C. Cell line: SNB-19. Drug 1: COC1=NC(=NC2=C1N=CN2C3C(C(C(O3)CO)O)O)N.